From a dataset of NCI-60 drug combinations with 297,098 pairs across 59 cell lines. Regression. Given two drug SMILES strings and cell line genomic features, predict the synergy score measuring deviation from expected non-interaction effect. Drug 1: CC1=C2C(C(=O)C3(C(CC4C(C3C(C(C2(C)C)(CC1OC(=O)C(C(C5=CC=CC=C5)NC(=O)OC(C)(C)C)O)O)OC(=O)C6=CC=CC=C6)(CO4)OC(=O)C)O)C)O. Drug 2: CC1=C(C(=CC=C1)Cl)NC(=O)C2=CN=C(S2)NC3=CC(=NC(=N3)C)N4CCN(CC4)CCO. Cell line: HCC-2998. Synergy scores: CSS=7.12, Synergy_ZIP=4.14, Synergy_Bliss=-3.01, Synergy_Loewe=-1.38, Synergy_HSA=-1.41.